Dataset: Rat liver microsome stability data. Task: Regression/Classification. Given a drug SMILES string, predict its absorption, distribution, metabolism, or excretion properties. Task type varies by dataset: regression for continuous measurements (e.g., permeability, clearance, half-life) or binary classification for categorical outcomes (e.g., BBB penetration, CYP inhibition). Dataset: rlm. (1) The molecule is Nc1cccc(C#Cc2[nH]nc3ccccc23)c1. The result is 0 (unstable in rat liver microsomes). (2) The molecule is CNCC1(c2ccc(F)c(F)c2)CCCCC1. The result is 0 (unstable in rat liver microsomes). (3) The compound is COc1ccc(-n2c(C)cc(C3=NN=C(NC4CC4)SC3)c2C)cc1. The result is 1 (stable in rat liver microsomes). (4) The compound is CCCNC(=O)c1cccc(-c2cc(-c3ccc(N4CCN(C)CC4)cc3)[nH]n2)c1. The result is 1 (stable in rat liver microsomes). (5) The molecule is CN1CCN(c2ccc(Nc3ncc4ccc(-c5ccccc5N(C)S(C)(=O)=O)n4n3)cc2)CC1. The result is 1 (stable in rat liver microsomes). (6) The compound is CN1C[C@H]2N(C(=O)[C@H]3CC[C@H](C(=O)O)CC3)CC[C@@]2(S(=O)(=O)c2ccc(F)cc2)c2ccc(C(F)(C(F)(F)F)C(F)(F)F)cc21. The result is 0 (unstable in rat liver microsomes). (7) The molecule is Cn1c(-c2cnccn2)c(C2CCCC2)c2ccc(C(=O)NC3(C(=O)Nc4ccc(C=CC(=O)O)cc4)CCC3)cc21. The result is 0 (unstable in rat liver microsomes).